From a dataset of Forward reaction prediction with 1.9M reactions from USPTO patents (1976-2016). Predict the product of the given reaction. The product is: [NH2:7][C:8]1[CH:13]=[CH:12][CH:11]=[CH:10][C:9]=1[NH:14][C:15]([C:17]1[O:18][C:19]2[C:25]([O:26][CH2:27][CH2:28][N:29]([CH3:31])[CH3:30])=[CH:24][CH:23]=[CH:22][C:20]=2[CH:21]=1)=[O:16]. Given the reactants C(OC(=O)[NH:7][C:8]1[CH:13]=[CH:12][CH:11]=[CH:10][C:9]=1[NH:14][C:15]([C:17]1[O:18][C:19]2[C:25]([O:26][CH2:27][CH2:28][N:29]([CH3:31])[CH3:30])=[CH:24][CH:23]=[CH:22][C:20]=2[CH:21]=1)=[O:16])(C)(C)C.NC1C=CC=CC=1NC(C1SC2C=CC(OCCN(C)C)=CC=2C=1)=O, predict the reaction product.